Dataset: hERG Central: cardiac toxicity at 1µM, 10µM, and general inhibition. Task: Predict hERG channel inhibition at various concentrations. The compound is CN(C)c1ccc(NC(=O)CN2CCN(CC(=O)Nc3ccc(F)cc3)CC2)cc1. Results: hERG_inhib (hERG inhibition (general)): blocker.